This data is from Forward reaction prediction with 1.9M reactions from USPTO patents (1976-2016). The task is: Predict the product of the given reaction. (1) Given the reactants [CH3:1][O:2][C:3]1[CH:8]=[CH:7][C:6]([C:9]([NH:24][C:25]2[O:26][C:27]([CH3:43])([CH3:42])[C:28]([F:41])([F:40])[C@:29]([C:32]3[CH:37]=[C:36](Br)[CH:35]=[CH:34][C:33]=3[F:39])([CH3:31])[N:30]=2)([C:16]2[CH:21]=[CH:20][C:19]([O:22][CH3:23])=[CH:18][CH:17]=2)[C:10]2[CH:15]=[CH:14][CH:13]=[CH:12][CH:11]=2)=[CH:5][CH:4]=1.[Cl:44][C:45]1[CH:50]=[CH:49][C:48]([C:51]#[N:52])=[CH:47][C:46]=1B(O)O, predict the reaction product. The product is: [CH3:1][O:2][C:3]1[CH:8]=[CH:7][C:6]([C:9]([NH:24][C:25]2[O:26][C:27]([CH3:43])([CH3:42])[C:28]([F:41])([F:40])[C@:29]([C:32]3[CH:37]=[C:36]([C:46]4[C:45]([Cl:44])=[CH:50][CH:49]=[C:48]([C:51]#[N:52])[CH:47]=4)[CH:35]=[CH:34][C:33]=3[F:39])([CH3:31])[N:30]=2)([C:16]2[CH:21]=[CH:20][C:19]([O:22][CH3:23])=[CH:18][CH:17]=2)[C:10]2[CH:15]=[CH:14][CH:13]=[CH:12][CH:11]=2)=[CH:5][CH:4]=1. (2) Given the reactants [CH:1]1([N:4]2[CH2:9][CH2:8][NH:7][CH2:6][CH2:5]2)[CH2:3][CH2:2]1.[Cl:10][C:11]1[CH:20]=[CH:19][C:18]2[C:13](=[CH:14][C:15]([O:23][CH3:24])=[C:16]([O:21][CH3:22])[CH:17]=2)[N:12]=1, predict the reaction product. The product is: [ClH:10].[CH:1]1([N:4]2[CH2:9][CH2:8][N:7]([C:11]3[CH:20]=[CH:19][C:18]4[C:13](=[CH:14][C:15]([O:23][CH3:24])=[C:16]([O:21][CH3:22])[CH:17]=4)[N:12]=3)[CH2:6][CH2:5]2)[CH2:3][CH2:2]1. (3) Given the reactants [F:1][C:2]1[CH:7]=[CH:6][C:5]([C@@H:8]([CH3:12])[C:9]([OH:11])=O)=[CH:4][CH:3]=1.[NH2:13][CH2:14][CH2:15][CH2:16][N:17]1[CH2:22][CH2:21][CH:20]([C:23]2[CH:24]=[C:25]([NH:30][C:31](=[O:35])[CH:32]([CH3:34])[CH3:33])[CH:26]=[CH:27][C:28]=2[CH3:29])[CH2:19][CH2:18]1, predict the reaction product. The product is: [F:1][C:2]1[CH:3]=[CH:4][C:5]([C@@H:8]([CH3:12])[C:9]([NH:13][CH2:14][CH2:15][CH2:16][N:17]2[CH2:22][CH2:21][CH:20]([C:23]3[CH:24]=[C:25]([NH:30][C:31](=[O:35])[CH:32]([CH3:34])[CH3:33])[CH:26]=[CH:27][C:28]=3[CH3:29])[CH2:19][CH2:18]2)=[O:11])=[CH:6][CH:7]=1. (4) Given the reactants [CH3:1][O:2][C:3]1[CH:12]=[C:11]2[C:6]([CH:7]=[CH:8][C:9](=[O:13])[O:10]2)=[CH:5][CH:4]=1.[CH3:14][C:15](=[CH:17][CH2:18][CH2:19][CH:20]([CH2:22][CH2:23][OH:24])[CH3:21])[CH3:16].[H-].[Na+], predict the reaction product. The product is: [CH3:21][CH:20]([CH2:19][CH2:18][CH:17]=[C:15]([CH3:14])[CH3:16])[CH2:22][CH2:23][O:24][C:9](=[O:13])[CH:8]=[CH:7][C:6]1[CH:5]=[CH:4][C:3]([O:2][CH3:1])=[CH:12][C:11]=1[OH:10]. (5) Given the reactants [H][H].N1[CH2:14][CH2:13]NCCNCCNCC1.[CH:15]1[CH:20]=[CH:19][CH:18]=[CH:17][CH:16]=1, predict the reaction product. The product is: [CH3:17][CH2:16][CH2:15][CH2:20][CH2:19][CH2:15][CH2:20][CH2:19][CH2:18][CH2:17][CH2:16][CH2:13][CH3:14]. (6) Given the reactants [NH2:1][C:2]1[CH:7]=[CH:6][CH:5]=[C:4](Br)[N:3]=1.[C:9]1(B(O)O)[CH:14]=[CH:13][CH:12]=[CH:11][CH:10]=1.C(=O)([O-])[O-].[Na+].[Na+], predict the reaction product. The product is: [NH2:1][C:2]1[CH:7]=[CH:6][CH:5]=[C:4]([C:9]2[CH:14]=[CH:13][CH:12]=[CH:11][CH:10]=2)[N:3]=1. (7) Given the reactants [CH:1](=O)[C:2]1[CH:7]=[CH:6][CH:5]=[CH:4][CH:3]=1.[CH3:9][N:10]([CH2:12][C:13]1[C:21]2[O:20][N:19]=[C:18]([CH2:22][CH2:23][CH:24]3[CH2:29][CH2:28][NH:27][CH2:26][CH2:25]3)[C:17]=2[CH:16]=[CH:15][C:14]=1[O:30][CH2:31][CH:32]1[CH2:34][CH2:33]1)[CH3:11], predict the reaction product. The product is: [CH3:9][N:10]([CH2:12][C:13]1[C:21]2[O:20][N:19]=[C:18]([CH2:22][CH2:23][CH:24]3[CH2:29][CH2:28][N:27]([CH2:1][C:2]4[CH:7]=[CH:6][CH:5]=[CH:4][CH:3]=4)[CH2:26][CH2:25]3)[C:17]=2[CH:16]=[CH:15][C:14]=1[O:30][CH2:31][CH:32]1[CH2:33][CH2:34]1)[CH3:11]. (8) Given the reactants [CH3:1][O:2][C:3]([C:5]1[C:10]([Cl:11])=[C:9]([NH2:12])[C:8]([F:13])=[C:7]([C:14]2[CH:19]=[CH:18][C:17]([Cl:20])=[CH:16][CH:15]=2)[N:6]=1)=[O:4].[C:21](O[C:21]([O:23][C:24]([CH3:27])([CH3:26])[CH3:25])=[O:22])([O:23][C:24]([CH3:27])([CH3:26])[CH3:25])=[O:22].FC(F)(F)C(O)=O, predict the reaction product. The product is: [CH3:1][O:2][C:3]([C:5]1[C:10]([Cl:11])=[C:9]([NH:12][C:21]([O:23][C:24]([CH3:27])([CH3:26])[CH3:25])=[O:22])[C:8]([F:13])=[C:7]([C:14]2[CH:19]=[CH:18][C:17]([Cl:20])=[CH:16][CH:15]=2)[N:6]=1)=[O:4]. (9) Given the reactants Cl.[NH2:2][C@@H:3]([C:7]([N:9]1[CH2:14][CH2:13][N:12]([CH:15]2[CH2:20][CH2:19][N:18]([CH3:21])[CH2:17][CH2:16]2)[CH2:11][CH2:10]1)=[O:8])[C@@H:4]([CH3:6])[OH:5].[Cl:22][C:23]1[CH:24]=[CH:25][C:26]2[CH:30]=[C:29]([C:31](O)=[O:32])[S:28][C:27]=2[CH:34]=1.Cl, predict the reaction product. The product is: [ClH:22].[Cl:22][C:23]1[CH:24]=[CH:25][C:26]2[CH:30]=[C:29]([C:31]([NH:2][C@@H:3]([C:7]([N:9]3[CH2:14][CH2:13][N:12]([CH:15]4[CH2:16][CH2:17][N:18]([CH3:21])[CH2:19][CH2:20]4)[CH2:11][CH2:10]3)=[O:8])[C@@H:4]([CH3:6])[OH:5])=[O:32])[S:28][C:27]=2[CH:34]=1.